From a dataset of Experimentally validated miRNA-target interactions with 360,000+ pairs, plus equal number of negative samples. Binary Classification. Given a miRNA mature sequence and a target amino acid sequence, predict their likelihood of interaction. The miRNA is hsa-miR-6851-5p with sequence AGGAGGUGGUACUAGGGGCCAGC. The protein sequence of the target gene is MTVPKEMPEKWARAQAPPSWSRKKPSWGTEEERRARANDREYNEKFQYASNCIKTSKYNILTFLPVNLFEQFQEVANTYFLFLLILQLIPQISSLSWFTTIVPLVLVLTITAVKDATDDYFRHKSDNQVNNRQSQVLINGILQQEQWMNVCVGDIIKLENNQFVAADLLLLSSSEPHGLCYIETAELDGETNMKVRQAIPVTSELGDISKLAKFDGEVICEPPNNKLDKFSGTLYWKENKFPLSNQNMLLRGCVLRNTEWCFGLVIFAGPDTKLMQNSGRTKFKRTSIDRLMNTLVLWIF.... Result: 1 (interaction).